This data is from Catalyst prediction with 721,799 reactions and 888 catalyst types from USPTO. The task is: Predict which catalyst facilitates the given reaction. (1) Reactant: [Cl:1][C:2]1[CH:7]=[C:6](Cl)[N:5]2[N:9]=[C:10]([C:12]3[CH:17]=[CH:16][CH:15]=[CH:14][CH:13]=3)[CH:11]=[C:4]2[N:3]=1.Cl.[OH:19][CH:20]1[CH2:23][NH:22][CH2:21]1.C(=O)([O-])[O-].[K+].[K+]. Product: [Cl:1][C:2]1[CH:7]=[C:6]([N:22]2[CH2:23][CH:20]([OH:19])[CH2:21]2)[N:5]2[N:9]=[C:10]([C:12]3[CH:17]=[CH:16][CH:15]=[CH:14][CH:13]=3)[CH:11]=[C:4]2[N:3]=1. The catalyst class is: 12. (2) Reactant: [CH2:1]([C:5]12[CH2:17][CH:16]([CH2:18][C:19](=[O:22])[CH2:20][OH:21])[C:15](=[O:23])[C:14]([CH3:24])=[C:13]1[C:12]1[C:7](=[CH:8][C:9]([O:25]COC)=[CH:10][CH:11]=1)[CH2:6]2)[CH2:2][CH2:3][CH3:4].Cl. Product: [CH2:1]([C:5]12[CH2:17][CH:16]([CH2:18][C:19](=[O:22])[CH2:20][OH:21])[C:15](=[O:23])[C:14]([CH3:24])=[C:13]1[C:12]1[C:7](=[CH:8][C:9]([OH:25])=[CH:10][CH:11]=1)[CH2:6]2)[CH2:2][CH2:3][CH3:4]. The catalyst class is: 5.